Dataset: Reaction yield outcomes from USPTO patents with 853,638 reactions. Task: Predict the reaction yield, written as a fraction of the theoretical maximum amount of product (1.0 means a 100% yield; for example, 0.34 means a 34% yield). (1) The reactants are [C:1]([O:5][C:6]([N:8]1[CH2:17][CH2:16][C:15]2[C:10](=[CH:11][CH:12]=[C:13]([C:18](O)=[O:19])[CH:14]=2)[CH2:9]1)=[O:7])([CH3:4])([CH3:3])[CH3:2].[CH3:21][O:22][C:23]([C:25]1[C:33]2[N:32]=[C:31]([NH2:34])[NH:30][C:29]=2[CH:28]=[CH:27][CH:26]=1)=[O:24].CN(C(ON1N=NC2C=CC=CC1=2)=[N+](C)C)C.F[P-](F)(F)(F)(F)F.CCN(C(C)C)C(C)C. The catalyst is CN(C=O)C. The product is [C:1]([O:5][C:6]([N:8]1[CH2:17][CH2:16][C:15]2[C:10](=[CH:11][CH:12]=[C:13]([C:18](=[O:19])[NH:34][C:31]3[NH:30][C:29]4[CH:28]=[CH:27][CH:26]=[C:25]([C:23]([O:22][CH3:21])=[O:24])[C:33]=4[N:32]=3)[CH:14]=2)[CH2:9]1)=[O:7])([CH3:4])([CH3:2])[CH3:3]. The yield is 0.900. (2) The reactants are [C:1]([C:5]1[CH:9]=[C:8]([NH:10][C:11]([NH:13][C:14]2[CH:19]=[CH:18][C:17]([O:20][C:21]3[CH:26]=[CH:25][N:24]=[C:23](C)[CH:22]=3)=[CH:16][C:15]=2F)=[O:12])[N:7]([C:29]2[CH:34]=[CH:33][C:32]([NH:35][C:36](=O)[CH2:37][O:38][CH3:39])=[CH:31][CH:30]=2)[N:6]=1)([CH3:4])([CH3:3])[CH3:2].B.CSC. The catalyst is C1COCC1. The product is [C:1]([C:5]1[CH:9]=[C:8]([NH:10][C:11]([NH:13][C:14]2[CH:15]=[CH:16][C:17]([O:20][C:21]3[CH:26]=[CH:25][N:24]=[CH:23][CH:22]=3)=[CH:18][CH:19]=2)=[O:12])[N:7]([C:29]2[CH:30]=[CH:31][C:32]([NH:35][CH2:36][CH2:37][O:38][CH3:39])=[CH:33][CH:34]=2)[N:6]=1)([CH3:4])([CH3:2])[CH3:3]. The yield is 0.0700. (3) The reactants are [CH3:1][S:2](Cl)(=[O:4])=[O:3].Cl.Cl.[C:8]1([C:14]#[C:15][C:16]2[CH:17]=[C:18]([NH2:22])[CH:19]=[N:20][CH:21]=2)[CH:13]=[CH:12][CH:11]=[CH:10][CH:9]=1.N1C=CC=CC=1.O. The catalyst is ClCCl. The product is [C:8]1([C:14]#[C:15][C:16]2[CH:17]=[C:18]([NH:22][S:2]([CH3:1])(=[O:4])=[O:3])[CH:19]=[N:20][CH:21]=2)[CH:9]=[CH:10][CH:11]=[CH:12][CH:13]=1. The yield is 0.750.